This data is from Forward reaction prediction with 1.9M reactions from USPTO patents (1976-2016). The task is: Predict the product of the given reaction. (1) Given the reactants CC(C)([O-])C.[Na+].CC1(C)C2C(=C(P(C3C=CC=CC=3)C3C=CC=CC=3)C=CC=2)OC2C(P(C3C=CC=CC=3)C3C=CC=CC=3)=CC=CC1=2.Br[C:50]1[CH:55]=[CH:54][C:53]([S:56][CH3:57])=[CH:52][CH:51]=1.[OH:58][C:59]([CH3:64])([CH3:63])[C:60](=[O:62])[CH3:61], predict the reaction product. The product is: [OH:58][C:59]([CH3:64])([CH3:63])[C:60](=[O:62])[CH2:61][C:50]1[CH:55]=[CH:54][C:53]([S:56][CH3:57])=[CH:52][CH:51]=1. (2) Given the reactants [CH3:1][C:2]1[CH:7]=[C:6]([CH3:8])[N:5]=[C:4]([NH:9][C:10]2[CH:15]=[CH:14][C:13]([CH2:16][CH2:17][NH:18][C:19](=[O:27])OC3C=CC=CC=3)=[CH:12][CH:11]=2)[C:3]=1[N+:28]([O-:30])=[O:29].[CH3:31][C:32]1[CH:33]=[CH:34][C:35]([S:38]([NH2:41])(=[O:40])=[O:39])=[CH:36][CH:37]=1.[H-].[Na+].O, predict the reaction product. The product is: [CH3:1][C:2]1[CH:7]=[C:6]([CH3:8])[N:5]=[C:4]([NH:9][C:10]2[CH:15]=[CH:14][C:13]([CH2:16][CH2:17][NH:18][C:19]([NH:41][S:38]([C:35]3[CH:36]=[CH:37][C:32]([CH3:31])=[CH:33][CH:34]=3)(=[O:39])=[O:40])=[O:27])=[CH:12][CH:11]=2)[C:3]=1[N+:28]([O-:30])=[O:29]. (3) Given the reactants Cl[C:2]1[S:3][C:4]([C:7]2[CH:12]=[CH:11][CH:10]=[CH:9][CH:8]=2)=[N:5][N:6]=1.O.[NH2:14][NH2:15], predict the reaction product. The product is: [C:7]1([C:4]2[S:3][C:2]([NH:14][NH2:15])=[N:6][N:5]=2)[CH:12]=[CH:11][CH:10]=[CH:9][CH:8]=1.